From a dataset of Forward reaction prediction with 1.9M reactions from USPTO patents (1976-2016). Predict the product of the given reaction. (1) Given the reactants Br[C:2]1[CH:7]=[CH:6][CH:5]=[CH:4][C:3]=1[CH2:8][CH2:9][C:10]([N:12]([CH:22]([CH3:24])[CH3:23])[NH:13][C:14](=[O:21])[C:15]1[CH:20]=[CH:19][CH:18]=[CH:17][CH:16]=1)=[O:11].C([O-])([O-])=O.[Na+].[Na+].[Cl:31][C:32]1[CH:37]=[CH:36][CH:35]=[CH:34][C:33]=1B(O)O, predict the reaction product. The product is: [Cl:31][C:32]1[CH:37]=[CH:36][CH:35]=[CH:34][C:33]=1[C:2]1[CH:7]=[CH:6][CH:5]=[CH:4][C:3]=1[CH2:8][CH2:9][C:10]([N:12]([CH:22]([CH3:24])[CH3:23])[NH:13][C:14](=[O:21])[C:15]1[CH:20]=[CH:19][CH:18]=[CH:17][CH:16]=1)=[O:11]. (2) The product is: [Cl:24][C:16]1[C:15](=[O:19])[N:14]([CH2:20][CH3:21])[C:13]2[N:9]([C:3]3[CH:4]=[CH:5][C:6]([F:8])=[CH:7][C:2]=3[F:1])[N:10]=[CH:11][C:12]=2[N:17]=1. Given the reactants [F:1][C:2]1[CH:7]=[C:6]([F:8])[CH:5]=[CH:4][C:3]=1[N:9]1[C:13]2[N:14]([CH2:20][CH3:21])[C:15](=[O:19])[C:16](=O)[NH:17][C:12]=2[CH:11]=[N:10]1.O=P(Cl)(Cl)[Cl:24].C(N(CC)C(C)C)(C)C, predict the reaction product.